From a dataset of Catalyst prediction with 721,799 reactions and 888 catalyst types from USPTO. Predict which catalyst facilitates the given reaction. (1) Reactant: [CH3:1][C:2]1[CH:16]=[CH:15][CH:14]=[C:13]([CH3:17])[C:3]=1[O:4][C:5]1[CH:11]=[CH:10][C:8]([NH2:9])=[CH:7][C:6]=1[CH3:12].[N:18]([C:21]([O:23][CH2:24][CH3:25])=[O:22])=[C:19]=S.[NH:26]1[CH:30]=[C:29]([C:31]([O:33][CH2:34][CH3:35])=[O:32])[CH:28]=[N:27]1.CC(C)N=C=NC(C)C. Product: [CH2:34]([O:33][C:31]([C:29]1[CH:30]=[N:26][N:27]([C:19]([NH:9][C:8]2[CH:10]=[CH:11][C:5]([O:4][C:3]3[C:2]([CH3:1])=[CH:16][CH:15]=[CH:14][C:13]=3[CH3:17])=[C:6]([CH3:12])[CH:7]=2)=[N:18][C:21]([O:23][CH2:24][CH3:25])=[O:22])[CH:28]=1)=[O:32])[CH3:35]. The catalyst class is: 2. (2) Reactant: [CH3:1][N:2]1[CH:6]=[C:5]([C:7]2[N:12]=[C:11]([C:13]3[CH:14]=[N:15][NH:16][CH:17]=3)[N:10]3[CH:18]=[CH:19][N:20]=[C:9]3[CH:8]=2)[CH:4]=[N:3]1.[C:21]1(P([C:21]2[CH:26]=[CH:25]C=[CH:23][CH:22]=2)[C:21]2[CH:26]=[CH:25]C=[CH:23][CH:22]=2)[CH:26]=[CH:25]C=[CH:23][CH:22]=1.C(O)CC#CC.N(C(OC(C)C)=O)=NC(OC(C)C)=O. Product: [CH3:1][N:2]1[CH:6]=[C:5]([C:7]2[N:12]=[C:11]([C:13]3[CH:14]=[N:15][N:16]([CH2:25][CH2:26][C:21]#[C:22][CH3:23])[CH:17]=3)[N:10]3[CH:18]=[CH:19][N:20]=[C:9]3[CH:8]=2)[CH:4]=[N:3]1. The catalyst class is: 182. (3) Reactant: [N:1]1[CH:6]=[CH:5][CH:4]=[C:3]([C:7]2[N:11]=[C:10]([C:12]3[CH:13]=[C:14]([CH:16]=[CH:17][CH:18]=3)[NH2:15])[O:9][N:8]=2)[CH:2]=1.[ClH:19]. Product: [ClH:19].[ClH:19].[N:1]1[CH:6]=[CH:5][CH:4]=[C:3]([C:7]2[N:11]=[C:10]([C:12]3[CH:13]=[C:14]([CH:16]=[CH:17][CH:18]=3)[NH2:15])[O:9][N:8]=2)[CH:2]=1. The catalyst class is: 13. (4) Reactant: [Br:1][C:2]1[S:3][CH:4]=[C:5]([C:7]([OH:9])=O)[N:6]=1.[NH2:10][CH2:11][CH2:12][CH2:13][OH:14].Cl.CN(C)CCCN=C=NCC.ON1C2C=CC=CC=2N=N1.C(N(C(C)C)CC)(C)C. Product: [Br:1][C:2]1[S:3][CH:4]=[C:5]([C:7]([NH:10][CH2:11][CH2:12][CH2:13][OH:14])=[O:9])[N:6]=1. The catalyst class is: 2. (5) Reactant: Cl[C:2]([O:4][CH3:5])=[O:3].[F:6][C:7]1[CH:12]=[C:11]([F:13])[CH:10]=[CH:9][C:8]=1[NH:14][C:15](=[O:23])[C:16]1C=[CH:20][CH:19]=[CH:18][C:17]=1O.Cl. Product: [F:6][C:7]1[CH:12]=[C:11]([F:13])[CH:10]=[CH:9][C:8]=1[N:14]1[C:15](=[O:23])[C:16]2[CH:17]=[CH:18][CH:19]=[CH:20][C:5]=2[O:4][C:2]1=[O:3]. The catalyst class is: 17. (6) Reactant: [O-]CC.[Na+].[CH:5]1([C:10](=[O:12])[CH3:11])[CH2:9][CH2:8][CH2:7][CH2:6]1.[CH2:13]([O:15][C:16](=[O:22])[C:17](OCC)=[O:18])[CH3:14].Cl. Product: [CH2:13]([O:15][C:16](=[O:22])[C:17](=[O:18])[CH2:11][C:10]([CH:5]1[CH2:9][CH2:8][CH2:7][CH2:6]1)=[O:12])[CH3:14]. The catalyst class is: 8. (7) Reactant: [CH2:1]([O:3][C:4]1[C:5]([C:10]([F:15])([F:14])[C:11]([OH:13])=O)=[N:6][CH:7]=[CH:8][CH:9]=1)[CH3:2].P(Cl)(Cl)(Cl)=O.Cl.[NH2:22][CH2:23][C:24]1[CH:25]=[C:26]2[C:30](=[CH:31][CH:32]=1)[C:29](=[O:33])[N:28]([CH:34]1[CH2:39][CH2:38][C:37](=[O:40])[NH:36][C:35]1=[O:41])[CH2:27]2.C(=O)(O)[O-].[Na+]. Product: [O:41]=[C:35]1[CH:34]([N:28]2[CH2:27][C:26]3[C:30](=[CH:31][CH:32]=[C:24]([CH2:23][NH:22][C:11](=[O:13])[C:10]([C:5]4[C:4]([O:3][CH2:1][CH3:2])=[CH:9][CH:8]=[CH:7][N:6]=4)([F:15])[F:14])[CH:25]=3)[C:29]2=[O:33])[CH2:39][CH2:38][C:37](=[O:40])[NH:36]1. The catalyst class is: 17. (8) Reactant: Cl.[CH3:2][O:3][C:4](=[O:9])[C@H:5]([CH2:7][SH:8])[NH2:6].[C:10]1(=O)[CH2:14][CH2:13][CH2:12][CH2:11]1. Product: [CH3:2][O:3][C:4]([C@H:5]1[NH:6][C:10]2([CH2:14][CH2:13][CH2:12][CH2:11]2)[S:8][CH2:7]1)=[O:9]. The catalyst class is: 8. (9) Reactant: Br[C:2]1[CH:3]=[CH:4][C:5]2[NH:11][CH2:10][CH2:9][N:8]=[CH:7][C:6]=2[CH:12]=1.[N:13]1[CH:18]=[CH:17][C:16](B(O)O)=[CH:15][CH:14]=1.C(=O)([O-])[O-].[K+].[K+].CN(C=O)C. Product: [N:13]1[CH:18]=[CH:17][C:16]([C:2]2[CH:3]=[CH:4][C:5]3[NH:11][CH2:10][CH2:9][N:8]=[CH:7][C:6]=3[CH:12]=2)=[CH:15][CH:14]=1. The catalyst class is: 189.